Dataset: Forward reaction prediction with 1.9M reactions from USPTO patents (1976-2016). Task: Predict the product of the given reaction. Given the reactants [N:1]1([C:6]2[N:11]=[C:10]([CH:12]3[CH:16]([C:17]([OH:19])=O)[CH2:15][CH2:14][N:13]3[CH3:20])[CH:9]=[C:8]([CH3:21])[N:7]=2)[CH:5]=[CH:4][N:3]=[CH:2]1.CN(C(ON1N=NC2C=CC=CC1=2)=[N+](C)C)C.F[P-](F)(F)(F)(F)F.[O:46]1[C:51]2[CH:52]=[CH:53][C:54]([CH2:56][CH2:57][NH2:58])=[CH:55][C:50]=2[O:49][CH2:48][CH2:47]1.C(N(CC)CC)C, predict the reaction product. The product is: [O:46]1[C:51]2[CH:52]=[CH:53][C:54]([CH2:56][CH2:57][NH:58][C:17]([CH:16]3[CH2:15][CH2:14][N:13]([CH3:20])[CH:12]3[C:10]3[CH:9]=[C:8]([CH3:21])[N:7]=[C:6]([N:1]4[CH:5]=[CH:4][N:3]=[CH:2]4)[N:11]=3)=[O:19])=[CH:55][C:50]=2[O:49][CH2:48][CH2:47]1.